This data is from Catalyst prediction with 721,799 reactions and 888 catalyst types from USPTO. The task is: Predict which catalyst facilitates the given reaction. (1) Reactant: [ClH:1].[ClH:2].N[C@@H]1CCN(C2C=C(NCCOC)N=NC=2)C1.COCCN[C:25]1[N:30]=[N:29][CH:28]=[C:27]([N:31]2[CH2:35][CH2:34][C@@H:33]([NH:36][C:37](=[O:43])[O:38][C:39]([CH3:42])([CH3:41])[CH3:40])[CH2:32]2)[CH:26]=1.Cl. Product: [Cl:1][C:26]1[C:27]([N:31]2[CH2:35][CH2:34][C@@H:33]([NH:36][C:37](=[O:43])[O:38][C:39]([CH3:42])([CH3:41])[CH3:40])[CH2:32]2)=[CH:28][N:29]=[N:30][C:25]=1[Cl:2]. The catalyst class is: 275. (2) Reactant: Cl.C(N=C=NCCCN(C)C)C.[O:13]=[C:14]1[C:19]([C:26]2[CH:31]=[CH:30][CH:29]=[CH:28][CH:27]=2)([C:20]2[CH:25]=[CH:24][CH:23]=[CH:22][CH:21]=2)[CH2:18][CH2:17][CH2:16][N:15]1[CH2:32][C:33]([OH:35])=O.[F:36][C:37]1[CH:42]=[CH:41][C:40]([CH:43]2[CH2:47][CH2:46][CH2:45][NH:44]2)=[CH:39][CH:38]=1. Product: [F:36][C:37]1[CH:38]=[CH:39][C:40]([CH:43]2[CH2:47][CH2:46][CH2:45][N:44]2[C:33](=[O:35])[CH2:32][N:15]2[CH2:16][CH2:17][CH2:18][C:19]([C:20]3[CH:25]=[CH:24][CH:23]=[CH:22][CH:21]=3)([C:26]3[CH:31]=[CH:30][CH:29]=[CH:28][CH:27]=3)[C:14]2=[O:13])=[CH:41][CH:42]=1. The catalyst class is: 4. (3) Reactant: [S:1]1[C:9]2[CH:8]=[CH:7][N:6]=[CH:5][C:4]=2[N:3]=[C:2]1[NH:10]C(=O)C.O.[OH-].[Li+]. Product: [S:1]1[C:9]2[CH:8]=[CH:7][N:6]=[CH:5][C:4]=2[N:3]=[C:2]1[NH2:10]. The catalyst class is: 5. (4) Reactant: [Br:1][C:2]1[CH:3]=[C:4]([S:8](Cl)(=[O:10])=[O:9])[CH:5]=[N:6][CH:7]=1.[CH3:12][O:13][CH2:14][CH2:15][NH2:16]. Product: [Br:1][C:2]1[CH:3]=[C:4]([S:8]([NH:16][CH2:15][CH2:14][O:13][CH3:12])(=[O:10])=[O:9])[CH:5]=[N:6][CH:7]=1. The catalyst class is: 1. (5) Reactant: C(OC([N:8]1[CH2:14][CH2:13][CH2:12][N:11]([C:15]2[N:23]([CH2:24][CH:25]=[C:26]([CH3:28])[CH3:27])[C:22]3[C:21](=[O:29])[N:20]([CH2:30][C:31]4[C:36]([C:37]([O:39][CH3:40])=[O:38])=[CH:35][CH:34]=[CH:33][N:32]=4)[C:19](=[O:41])[N:18]([CH3:42])[C:17]=3[C:16]=2[C:43]#[N:44])[CH2:10][CH2:9]1)=O)(C)(C)C.FC(F)(F)C(O)=O. Product: [C:43]([C:16]1[C:17]2[N:18]([CH3:42])[C:19](=[O:41])[N:20]([CH2:30][C:31]3[N:32]=[CH:33][CH:34]=[CH:35][C:36]=3[C:37]([O:39][CH3:40])=[O:38])[C:21](=[O:29])[C:22]=2[N:23]([CH2:24][CH:25]=[C:26]([CH3:27])[CH3:28])[C:15]=1[N:11]1[CH2:12][CH2:13][CH2:14][NH:8][CH2:9][CH2:10]1)#[N:44]. The catalyst class is: 4. (6) Reactant: [CH3:1][O:2][CH:3]([O:6][CH3:7])[CH:4]=O.O.C(=O)([O-])[O-].[K+].[K+].[C:15]([O:18][CH2:19][CH3:20])(=[O:17])[CH3:16]. Product: [CH3:7][O:6][CH:3]([O:2][CH3:1])[CH:4]=[CH:16][C:15]([O:18][CH2:19][CH3:20])=[O:17]. The catalyst class is: 7.